This data is from NCI-60 drug combinations with 297,098 pairs across 59 cell lines. The task is: Regression. Given two drug SMILES strings and cell line genomic features, predict the synergy score measuring deviation from expected non-interaction effect. (1) Drug 1: CN(C)N=NC1=C(NC=N1)C(=O)N. Drug 2: C1C(C(OC1N2C=NC3=C2NC=NCC3O)CO)O. Cell line: TK-10. Synergy scores: CSS=-2.31, Synergy_ZIP=-1.02, Synergy_Bliss=-2.76, Synergy_Loewe=-3.62, Synergy_HSA=-3.73. (2) Drug 1: C1=CC(=CC=C1CCCC(=O)O)N(CCCl)CCCl. Drug 2: CC1CCC2CC(C(=CC=CC=CC(CC(C(=O)C(C(C(=CC(C(=O)CC(OC(=O)C3CCCCN3C(=O)C(=O)C1(O2)O)C(C)CC4CCC(C(C4)OC)O)C)C)O)OC)C)C)C)OC. Cell line: UO-31. Synergy scores: CSS=12.4, Synergy_ZIP=-13.0, Synergy_Bliss=-13.6, Synergy_Loewe=-13.5, Synergy_HSA=-8.02. (3) Drug 1: CCC1=CC2CC(C3=C(CN(C2)C1)C4=CC=CC=C4N3)(C5=C(C=C6C(=C5)C78CCN9C7C(C=CC9)(C(C(C8N6C)(C(=O)OC)O)OC(=O)C)CC)OC)C(=O)OC.C(C(C(=O)O)O)(C(=O)O)O. Drug 2: C1=CC=C(C=C1)NC(=O)CCCCCCC(=O)NO. Cell line: MDA-MB-231. Synergy scores: CSS=42.8, Synergy_ZIP=-4.58, Synergy_Bliss=6.85, Synergy_Loewe=-2.87, Synergy_HSA=8.47. (4) Drug 1: C1=CC(=CC=C1C#N)C(C2=CC=C(C=C2)C#N)N3C=NC=N3. Drug 2: C(CC(=O)O)C(=O)CN.Cl. Cell line: SF-295. Synergy scores: CSS=13.9, Synergy_ZIP=-3.50, Synergy_Bliss=4.55, Synergy_Loewe=-0.861, Synergy_HSA=1.87. (5) Drug 1: CC1=CC2C(CCC3(C2CCC3(C(=O)C)OC(=O)C)C)C4(C1=CC(=O)CC4)C. Drug 2: C1=CC(=CC=C1C#N)C(C2=CC=C(C=C2)C#N)N3C=NC=N3. Cell line: SW-620. Synergy scores: CSS=3.60, Synergy_ZIP=1.73, Synergy_Bliss=4.84, Synergy_Loewe=3.55, Synergy_HSA=1.86. (6) Drug 1: C1=CC=C(C=C1)NC(=O)CCCCCCC(=O)NO. Drug 2: CCN(CC)CCNC(=O)C1=C(NC(=C1C)C=C2C3=C(C=CC(=C3)F)NC2=O)C. Cell line: LOX IMVI. Synergy scores: CSS=7.44, Synergy_ZIP=-3.92, Synergy_Bliss=-3.21, Synergy_Loewe=-1.59, Synergy_HSA=-0.807.